Task: Regression. Given a peptide amino acid sequence and an MHC pseudo amino acid sequence, predict their binding affinity value. This is MHC class I binding data.. Dataset: Peptide-MHC class I binding affinity with 185,985 pairs from IEDB/IMGT (1) The peptide sequence is SPREECGVF. The MHC is HLA-A30:01 with pseudo-sequence HLA-A30:01. The binding affinity (normalized) is 0.0847. (2) The peptide sequence is RPANRRRRR. The MHC is HLA-B07:02 with pseudo-sequence HLA-B07:02. The binding affinity (normalized) is 0.474. (3) The MHC is Mamu-B03 with pseudo-sequence Mamu-B03. The binding affinity (normalized) is 0. The peptide sequence is ARGETYGR. (4) The peptide sequence is FVFAPTHGL. The MHC is HLA-A32:15 with pseudo-sequence HLA-A32:15. The binding affinity (normalized) is 0.590. (5) The peptide sequence is RMFKRVFNM. The MHC is HLA-B15:01 with pseudo-sequence HLA-B15:01. The binding affinity (normalized) is 0.577. (6) The peptide sequence is PLKVKDIPF. The MHC is HLA-A03:01 with pseudo-sequence HLA-A03:01. The binding affinity (normalized) is 0.0847. (7) The peptide sequence is AGRNMRRKL. The MHC is HLA-B54:01 with pseudo-sequence HLA-B54:01. The binding affinity (normalized) is 0.0355.